Dataset: Full USPTO retrosynthesis dataset with 1.9M reactions from patents (1976-2016). Task: Predict the reactants needed to synthesize the given product. Given the product [Cl:37][C:38]1[N:42]2[CH:43]=[C:44]([CH:51]3[CH2:53][CH2:52]3)[CH:45]=[C:46]([C:47]([F:49])([F:48])[F:50])[C:41]2=[N:40][C:39]=1[C:54]([N:16]1[CH2:17][CH2:18][C@H:19]([N:20]2[CH2:24][CH2:23][CH2:22][C:21]2=[O:25])[C@H:14]([O:13][Si:12]([C:9]([CH3:8])([CH3:10])[CH3:11])([CH3:27])[CH3:26])[CH2:15]1)=[O:55], predict the reactants needed to synthesize it. The reactants are: OC(C(F)(F)F)=O.[CH3:8][C:9]([Si:12]([CH3:27])([CH3:26])[O:13][C@H:14]1[C@@H:19]([N:20]2[CH2:24][CH2:23][CH2:22][C:21]2=[O:25])[CH2:18][CH2:17][NH:16][CH2:15]1)([CH3:11])[CH3:10].CCN(C(C)C)C(C)C.[Cl:37][C:38]1[N:42]2[CH:43]=[C:44]([CH:51]3[CH2:53][CH2:52]3)[CH:45]=[C:46]([C:47]([F:50])([F:49])[F:48])[C:41]2=[N:40][C:39]=1[C:54](O)=[O:55].CN(C(ON1N=NC2C=CC=NC1=2)=[N+](C)C)C.F[P-](F)(F)(F)(F)F.